Dataset: Catalyst prediction with 721,799 reactions and 888 catalyst types from USPTO. Task: Predict which catalyst facilitates the given reaction. (1) Reactant: C([Li])(C)(C)C.Br[C:7]1[CH:16]=[CH:15][C:14]2[C:9](=[CH:10][CH:11]=[C:12]([O:17][CH3:18])[CH:13]=2)[CH:8]=1.C(O[B:23]1[O:27][C:26]([CH3:29])([CH3:28])[C:25]([CH3:31])([CH3:30])[O:24]1)(C)C. Product: [CH3:18][O:17][C:12]1[CH:13]=[C:14]2[C:9](=[CH:10][CH:11]=1)[CH:8]=[C:7]([B:23]1[O:27][C:26]([CH3:29])([CH3:28])[C:25]([CH3:31])([CH3:30])[O:24]1)[CH:16]=[CH:15]2. The catalyst class is: 1. (2) Reactant: [CH3:1][O:2][C:3]1[CH:10]=[C:9]([CH2:11][CH:12]=O)[CH:8]=[CH:7][C:4]=1[C:5]#[N:6].[N+:14]([C:17]1[CH:22]=[CH:21][C:20]([CH2:23][CH2:24][N:25]2[CH2:30][CH2:29][NH:28][CH2:27][CH2:26]2)=[CH:19][CH:18]=1)([O-:16])=[O:15].[BH-](OC(C)=O)(OC(C)=O)OC(C)=O.[Na+]. Product: [CH3:1][O:2][C:3]1[CH:10]=[C:9]([CH2:11][CH2:12][N:28]2[CH2:29][CH2:30][N:25]([CH2:24][CH2:23][C:20]3[CH:19]=[CH:18][C:17]([N+:14]([O-:16])=[O:15])=[CH:22][CH:21]=3)[CH2:26][CH2:27]2)[CH:8]=[CH:7][C:4]=1[C:5]#[N:6]. The catalyst class is: 467. (3) Reactant: [NH2:1][C:2]1[C:10]2[C:5](=[CH:6][CH:7]=[CH:8][CH:9]=2)[NH:4][C:3]=1[C:11]([O:13][CH2:14][CH3:15])=[O:12].[C:16]1([N:22]=[C:23]=[S:24])[CH:21]=[CH:20][CH:19]=[CH:18][CH:17]=1. Product: [C:16]1([NH:22][C:23](=[S:24])[NH:1][C:2]2[C:10]3[C:5](=[CH:6][CH:7]=[CH:8][CH:9]=3)[NH:4][C:3]=2[C:11]([O:13][CH2:14][CH3:15])=[O:12])[CH:21]=[CH:20][CH:19]=[CH:18][CH:17]=1. The catalyst class is: 14. (4) Reactant: [OH:1][C:2]1[C:3]([CH3:11])=[C:4]([CH:8]=[CH:9][CH:10]=1)[C:5]([OH:7])=[O:6].[C:12]([O-])([O-])=O.[K+].[K+].I[CH:19]([CH3:21])[CH3:20].CCO[C:25]([CH3:27])=O. Product: [CH3:11][C:3]1[C:2]([O:1][CH:25]([CH3:27])[CH3:12])=[CH:10][CH:9]=[CH:8][C:4]=1[C:5]([O:7][CH:19]([CH3:21])[CH3:20])=[O:6]. The catalyst class is: 3. (5) Reactant: C([N-]C(C)C)(C)C.[Li+].[F:9][C:10]1[CH:15]=[CH:14][C:13]([CH2:16][C:17]([O:19][CH3:20])=[O:18])=[CH:12][CH:11]=1.[CH3:21][S:22][C:23]1[N:28]=[C:27]([CH:29]=[O:30])[CH:26]=[CH:25][N:24]=1. Product: [CH3:20][O:19][C:17](=[O:18])[CH:16]([C:13]1[CH:12]=[CH:11][C:10]([F:9])=[CH:15][CH:14]=1)[CH:29]([C:27]1[CH:26]=[CH:25][N:24]=[C:23]([S:22][CH3:21])[N:28]=1)[OH:30]. The catalyst class is: 1. (6) Reactant: [NH2:1][C:2]1[CH:10]=[C:9]2[C:5]([CH2:6][C:7](=[O:11])[NH:8]2)=[CH:4][CH:3]=1.[C:12](OC(=O)C)(=[O:14])[CH3:13]. The catalyst class is: 1. Product: [O:11]=[C:7]1[CH2:6][C:5]2[C:9](=[CH:10][C:2]([NH:1][C:12](=[O:14])[CH3:13])=[CH:3][CH:4]=2)[NH:8]1.